This data is from Merck oncology drug combination screen with 23,052 pairs across 39 cell lines. The task is: Regression. Given two drug SMILES strings and cell line genomic features, predict the synergy score measuring deviation from expected non-interaction effect. (1) Drug 1: O=S1(=O)NC2(CN1CC(F)(F)F)C1CCC2Cc2cc(C=CCN3CCC(C(F)(F)F)CC3)ccc2C1. Drug 2: O=P1(N(CCCl)CCCl)NCCCO1. Cell line: PA1. Synergy scores: synergy=4.97. (2) Synergy scores: synergy=-0.125. Cell line: HCT116. Drug 2: CNC(=O)c1cc(Oc2ccc(NC(=O)Nc3ccc(Cl)c(C(F)(F)F)c3)cc2)ccn1. Drug 1: CC(=O)OC1C(=O)C2(C)C(O)CC3OCC3(OC(C)=O)C2C(OC(=O)c2ccccc2)C2(O)CC(OC(=O)C(O)C(NC(=O)c3ccccc3)c3ccccc3)C(C)=C1C2(C)C. (3) Cell line: LNCAP. Synergy scores: synergy=43.7. Drug 1: O=C(CCCCCCC(=O)Nc1ccccc1)NO. Drug 2: Cc1nc(Nc2ncc(C(=O)Nc3c(C)cccc3Cl)s2)cc(N2CCN(CCO)CC2)n1. (4) Cell line: UACC62. Synergy scores: synergy=4.92. Drug 2: O=C(O)C1(Cc2cccc(Nc3nccs3)n2)CCC(Oc2cccc(Cl)c2F)CC1. Drug 1: N#Cc1ccc(Cn2cncc2CN2CCN(c3cccc(Cl)c3)C(=O)C2)cc1. (5) Drug 1: O=c1[nH]cc(F)c(=O)[nH]1. Drug 2: CC1(c2nc3c(C(N)=O)cccc3[nH]2)CCCN1. Cell line: PA1. Synergy scores: synergy=5.69.